From a dataset of Reaction yield outcomes from USPTO patents with 853,638 reactions. Predict the reaction yield, written as a fraction of the theoretical maximum amount of product (1.0 means a 100% yield; for example, 0.34 means a 34% yield). (1) The reactants are [CH3:1][O:2][C:3]1[CH:8]=[CH:7][CH:6]=[CH:5][C:4]=1[CH:9]([CH3:22])[CH2:10][N:11]1C(=O)C2C(=CC=CC=2)C1=O.NN. The catalyst is CO. The product is [CH3:1][O:2][C:3]1[CH:8]=[CH:7][CH:6]=[CH:5][C:4]=1[CH:9]([CH3:22])[CH2:10][NH2:11]. The yield is 0.710. (2) The reactants are [Cl:1][C:2]1[CH:3]=[C:4]2[C:9](=[CH:10][CH:11]=1)[NH:8][CH:7]([C:12]1[CH:13]=[C:14]([NH2:18])[CH:15]=[CH:16][CH:17]=1)[CH2:6][C:5]2([CH3:20])[CH3:19].[C:21]1([S:27](Cl)(=[O:29])=[O:28])[CH:26]=[CH:25][CH:24]=[CH:23][CH:22]=1. The catalyst is N1C=CC=CC=1. The product is [Cl:1][C:2]1[CH:3]=[C:4]2[C:9](=[CH:10][CH:11]=1)[NH:8][CH:7]([C:12]1[CH:13]=[C:14]([NH:18][S:27]([C:21]3[CH:26]=[CH:25][CH:24]=[CH:23][CH:22]=3)(=[O:29])=[O:28])[CH:15]=[CH:16][CH:17]=1)[CH2:6][C:5]2([CH3:20])[CH3:19]. The yield is 0.440. (3) The catalyst is CO.O. The reactants are [CH3:1][NH:2][C:3]([C:5]1[C:6]([C:14]2[CH:19]=[CH:18][CH:17]=[CH:16][CH:15]=2)=[N:7][O:8][C:9]=1[C:10]([O:12]C)=[O:11])=[O:4].[Li+].[OH-]. The yield is 1.00. The product is [CH3:1][NH:2][C:3]([C:5]1[C:6]([C:14]2[CH:19]=[CH:18][CH:17]=[CH:16][CH:15]=2)=[N:7][O:8][C:9]=1[C:10]([OH:12])=[O:11])=[O:4]. (4) The reactants are Br[C:2]1[CH:7]=[CH:6][C:5](/[CH:8]=[CH:9]/[C:10]2[NH:11][CH:12]=[C:13]([C:15]3[CH:20]=[CH:19][C:18]([Cl:21])=[CH:17][C:16]=3[Cl:22])[N:14]=2)=[CH:4][CH:3]=1.[C:23]([C:26]1[CH:31]=[CH:30][C:29](B(O)O)=[CH:28][CH:27]=1)([OH:25])=[O:24]. No catalyst specified. The product is [Cl:22][C:16]1[CH:17]=[C:18]([Cl:21])[CH:19]=[CH:20][C:15]=1[C:13]1[N:14]=[C:10](/[CH:9]=[CH:8]/[C:5]2[CH:6]=[CH:7][C:2]([C:29]3[CH:30]=[CH:31][C:26]([C:23]([OH:25])=[O:24])=[CH:27][CH:28]=3)=[CH:3][CH:4]=2)[NH:11][CH:12]=1. The yield is 0.240. (5) The reactants are [NH2:1][C:2]1[N:7]=[CH:6][C:5]([O:8][C:9]2[CH:10]=[CH:11][C:12]([Cl:25])=[C:13]([NH:15][C:16]([C:18]3[N:22]([CH3:23])[N:21]=[C:20]([CH3:24])[CH:19]=3)=[O:17])[CH:14]=2)=[CH:4][CH:3]=1.[C:26]1([CH3:36])[CH:31]=[CH:30][C:29]([S:32](Cl)(=[O:34])=[O:33])=[CH:28][CH:27]=1. The catalyst is N1C=CC=CC=1. The product is [Cl:25][C:12]1[CH:11]=[CH:10][C:9]([O:8][C:5]2[CH:6]=[N:7][C:2]([NH:1][S:32]([C:29]3[CH:30]=[CH:31][C:26]([CH3:36])=[CH:27][CH:28]=3)(=[O:34])=[O:33])=[CH:3][CH:4]=2)=[CH:14][C:13]=1[NH:15][C:16]([C:18]1[N:22]([CH3:23])[N:21]=[C:20]([CH3:24])[CH:19]=1)=[O:17]. The yield is 0.860. (6) The reactants are Br[CH:2]([C:4]1[O:5][C:6](=[O:20])[C:7]2[C:12]([C:13]=1[C:14]1[CH:19]=[CH:18][CH:17]=[CH:16][CH:15]=1)=[CH:11][CH:10]=[CH:9][CH:8]=2)[CH3:3].[NH2:21][C:22]1[C:23]2[C:31](=[O:32])[CH:30]=[CH:29][NH:28][C:24]=2[N:25]=[CH:26][N:27]=1.C(=O)([O-])[O-].[K+].[K+]. The catalyst is CN(C=O)C. The product is [NH2:21][C:22]1[C:23]2[C:31](=[O:32])[CH:30]=[CH:29][N:28]([CH:2]([C:4]3[O:5][C:6](=[O:20])[C:7]4[C:12]([C:13]=3[C:14]3[CH:19]=[CH:18][CH:17]=[CH:16][CH:15]=3)=[CH:11][CH:10]=[CH:9][CH:8]=4)[CH3:3])[C:24]=2[N:25]=[CH:26][N:27]=1. The yield is 0.510.